Task: Predict the reaction yield, written as a fraction of the theoretical maximum amount of product (1.0 means a 100% yield; for example, 0.34 means a 34% yield).. Dataset: Reaction yield outcomes from USPTO patents with 853,638 reactions The reactants are [F:1][C:2]1[CH:3]=[C:4]([NH:13][C:14]([C@H:16]2[C:25]3[C:20](=[CH:21][C:22]([CH2:26][O:27][CH3:28])=[CH:23][CH:24]=3)[CH2:19][CH2:18][N:17]2[C:29]([C@@H:31]2[CH2:34][C@H:33]([CH2:35][C:36]([OH:38])=[O:37])[CH2:32]2)=[O:30])=[O:15])[CH:5]=[C:6]2[C:10]=1[C:9]([CH3:12])([CH3:11])[CH2:8][CH2:7]2.[OH-].[K+:40]. The catalyst is C(#N)C. The product is [C:4](#[N:13])[CH3:3].[F:1][C:2]1[CH:3]=[C:4]([NH:13][C:14]([C@H:16]2[C:25]3[C:20](=[CH:21][C:22]([CH2:26][O:27][CH3:28])=[CH:23][CH:24]=3)[CH2:19][CH2:18][N:17]2[C:29]([C@@H:31]2[CH2:34][C@H:33]([CH2:35][C:36]([O-:38])=[O:37])[CH2:32]2)=[O:30])=[O:15])[CH:5]=[C:6]2[C:10]=1[C:9]([CH3:12])([CH3:11])[CH2:8][CH2:7]2.[K+:40]. The yield is 0.940.